From a dataset of Forward reaction prediction with 1.9M reactions from USPTO patents (1976-2016). Predict the product of the given reaction. (1) Given the reactants [F:1][CH:2]([F:40])[C:3]1[CH:12]=[C:11]2[C:6]([CH2:7][CH2:8][CH2:9][N:10]2[C:13]2[C:17]3[CH2:18][N:19]([C:22]([NH:24][CH3:25])=[O:23])[CH2:20][CH2:21][C:16]=3[N:15](COCC[Si](C)(C)C)[N:14]=2)=[CH:5][C:4]=1[C:34]1[CH:35]=[N:36][N:37]([CH3:39])[CH:38]=1.FC(F)(F)C(O)=O, predict the reaction product. The product is: [F:40][CH:2]([F:1])[C:3]1[CH:12]=[C:11]2[C:6]([CH2:7][CH2:8][CH2:9][N:10]2[C:13]2[C:17]3[CH2:18][N:19]([C:22]([NH:24][CH3:25])=[O:23])[CH2:20][CH2:21][C:16]=3[NH:15][N:14]=2)=[CH:5][C:4]=1[C:34]1[CH:35]=[N:36][N:37]([CH3:39])[CH:38]=1. (2) Given the reactants [CH2:1]([C:5]1[C:10]([CH2:11][NH:12]C(=O)OC(C)(C)C)=[C:9]([C:20]2[CH:25]=[CH:24][C:23]([CH3:26])=[CH:22][CH:21]=2)[C:8]([CH2:27][C:28]([NH:30][C:31]2[CH:36]=[CH:35][CH:34]=[C:33]([S:37]([CH3:40])(=[O:39])=[O:38])[CH:32]=2)=[O:29])=[C:7]([CH3:41])[N:6]=1)[CH:2]([CH3:4])[CH3:3].C(OC(=O)C)C.[ClH:48], predict the reaction product. The product is: [ClH:48].[ClH:48].[NH2:12][CH2:11][C:10]1[C:9]([C:20]2[CH:25]=[CH:24][C:23]([CH3:26])=[CH:22][CH:21]=2)=[C:8]([CH2:27][C:28]([NH:30][C:31]2[CH:36]=[CH:35][CH:34]=[C:33]([S:37]([CH3:40])(=[O:39])=[O:38])[CH:32]=2)=[O:29])[C:7]([CH3:41])=[N:6][C:5]=1[CH2:1][CH:2]([CH3:4])[CH3:3].